Dataset: Full USPTO retrosynthesis dataset with 1.9M reactions from patents (1976-2016). Task: Predict the reactants needed to synthesize the given product. (1) Given the product [CH3:13][C:12]1[O:11][N:10]=[C:9]([C:14]2[CH:19]=[CH:18][CH:17]=[CH:16][CH:15]=2)[C:8]=1[C:6]1[CH:5]=[CH:4][N:3]=[C:2]([NH:20][C:21]2[CH:26]=[CH:25][CH:24]=[CH:23][CH:22]=2)[CH:7]=1, predict the reactants needed to synthesize it. The reactants are: Br[C:2]1[CH:7]=[C:6]([C:8]2[C:9]([C:14]3[CH:19]=[CH:18][CH:17]=[CH:16][CH:15]=3)=[N:10][O:11][C:12]=2[CH3:13])[CH:5]=[CH:4][N:3]=1.[NH2:20][C:21]1[CH:26]=[CH:25][CH:24]=[CH:23][CH:22]=1.C1C=CC(P(C2C(C3C(P(C4C=CC=CC=4)C4C=CC=CC=4)=CC=C4C=3C=CC=C4)=C3C(C=CC=C3)=CC=2)C2C=CC=CC=2)=CC=1.CC([O-])(C)C.[Na+]. (2) The reactants are: [CH3:1][N:2]1[CH2:7][CH2:6][N:5]([CH2:8][CH2:9][O:10][C:11]2[CH:16]=[CH:15][N:14]3[C:17]([C:20]([O-])=[O:21])=[CH:18][N:19]=[C:13]3[CH:12]=2)[CH2:4][CH2:3]1.[Li+].CN1C(=O)CCC1.ClC1C=C(Cl)C=C(Cl)C=1C(Cl)=O.[Cl:43][C:44]1[C:52]2[N:51]([CH2:53][C:54]3[CH:59]=[CH:58][CH:57]=[C:56]([CH3:60])[N:55]=3)[N:50]=[CH:49][C:48]=2[C:47]([NH2:61])=[CH:46][CH:45]=1. Given the product [Cl:43][C:44]1[CH:45]=[CH:46][C:47]([NH:61][C:20]([C:17]2[N:14]3[CH:15]=[CH:16][C:11]([O:10][CH2:9][CH2:8][N:5]4[CH2:6][CH2:7][N:2]([CH3:1])[CH2:3][CH2:4]4)=[CH:12][C:13]3=[N:19][CH:18]=2)=[O:21])=[C:48]2[C:52]=1[N:51]([CH2:53][C:54]1[CH:59]=[CH:58][CH:57]=[C:56]([CH3:60])[N:55]=1)[N:50]=[CH:49]2, predict the reactants needed to synthesize it.